This data is from Full USPTO retrosynthesis dataset with 1.9M reactions from patents (1976-2016). The task is: Predict the reactants needed to synthesize the given product. (1) Given the product [CH3:21][O:20][C:8]1[CH:7]=[C:6]2[C:11]([C:2]([NH:30][C@@H:23]([C:24]3[CH:29]=[CH:28][CH:27]=[CH:26][CH:25]=3)[CH3:22])=[N:3][CH:4]=[N:5]2)=[C:10]([O:12][CH:13]2[CH2:18][CH2:17][N:16]([CH3:19])[CH2:15][CH2:14]2)[CH:9]=1, predict the reactants needed to synthesize it. The reactants are: Cl[C:2]1[C:11]2[C:6](=[CH:7][C:8]([O:20][CH3:21])=[CH:9][C:10]=2[O:12][CH:13]2[CH2:18][CH2:17][N:16]([CH3:19])[CH2:15][CH2:14]2)[N:5]=[CH:4][N:3]=1.[CH3:22][C@@H:23]([NH2:30])[C:24]1[CH:29]=[CH:28][CH:27]=[CH:26][CH:25]=1. (2) Given the product [C:8]([O:27][CH2:28][CH2:29][N:30]([C:58](=[O:59])[CH2:57][CH2:56][N:55]([CH3:61])[CH3:54])[CH2:31][CH2:32][O:33][C:34](=[O:52])[CH2:35][CH2:36][CH2:37][CH2:38][CH2:39][CH2:40][CH2:41]/[CH:42]=[CH:43]\[CH2:44][CH2:45][CH2:46][CH2:47][CH2:48][CH2:49][CH2:50][CH3:51])(=[O:26])[CH2:9][CH2:10][CH2:11][CH2:12][CH2:13][CH2:14][CH2:15]/[CH:16]=[CH:17]\[CH2:18][CH2:19][CH2:20][CH2:21][CH2:22][CH2:23][CH2:24][CH3:25], predict the reactants needed to synthesize it. The reactants are: OC(C(F)(F)F)=O.[C:8]([O:27][CH2:28][CH2:29][NH:30][CH2:31][CH2:32][O:33][C:34](=[O:52])[CH2:35][CH2:36][CH2:37][CH2:38][CH2:39][CH2:40][CH2:41]/[CH:42]=[CH:43]\[CH2:44][CH2:45][CH2:46][CH2:47][CH2:48][CH2:49][CH2:50][CH3:51])(=[O:26])[CH2:9][CH2:10][CH2:11][CH2:12][CH2:13][CH2:14][CH2:15]/[CH:16]=[CH:17]\[CH2:18][CH2:19][CH2:20][CH2:21][CH2:22][CH2:23][CH2:24][CH3:25].Cl.[CH3:54][N:55]([CH3:61])[CH2:56][CH2:57][C:58](O)=[O:59].CN(C(ON1N=NC2C=CC=NC1=2)=[N+](C)C)C.F[P-](F)(F)(F)(F)F.CCN(C(C)C)C(C)C. (3) Given the product [CH:1]1([C:4]2[N:8]=[C:7]([CH:9]3[CH2:14][CH:13]([C:15]4[CH:16]=[CH:17][C:18]([C:21]([F:24])([F:23])[CH3:22])=[CH:19][CH:20]=4)[CH2:12][N:11]([C:25]([N:27]4[CH2:28][CH2:29][S:30](=[O:41])[CH2:31][CH2:32]4)=[O:26])[CH2:10]3)[O:6][N:5]=2)[CH2:2][CH2:3]1, predict the reactants needed to synthesize it. The reactants are: [CH:1]1([C:4]2[N:8]=[C:7]([CH:9]3[CH2:14][CH:13]([C:15]4[CH:20]=[CH:19][C:18]([C:21]([F:24])([F:23])[CH3:22])=[CH:17][CH:16]=4)[CH2:12][N:11]([C:25]([N:27]4[CH2:32][CH2:31][S:30][CH2:29][CH2:28]4)=[O:26])[CH2:10]3)[O:6][N:5]=2)[CH2:3][CH2:2]1.ClC1C=CC=C(C(OO)=[O:41])C=1. (4) Given the product [F:1][C:2]1[C:9]([CH:12]([OH:13])[CH:11]([CH3:14])[CH3:10])=[CH:8][CH:7]=[CH:6][C:3]=1[C:4]#[N:5], predict the reactants needed to synthesize it. The reactants are: [F:1][C:2]1[CH:9]=[CH:8][CH:7]=[CH:6][C:3]=1[C:4]#[N:5].[CH3:10][CH:11]([CH3:14])[CH:12]=[O:13]. (5) The reactants are: Br[C:2]1[CH:7]=[CH:6][C:5]([C:8]2([C:11]([N:13]3[CH2:17][CH2:16][C@@:15]4([C:21]5[CH:22]=[CH:23][CH:24]=[CH:25][C:20]=5[C:19](=[O:26])[O:18]4)[CH2:14]3)=[O:12])[CH2:10][CH2:9]2)=[CH:4][CH:3]=1.O1CCOCC1.C(P(C(C)(C)C)C(C)(C)C)(C)(C)C.[F-].[K+].Br[C:49]1[CH:54]=[CH:53][C:52]([CH3:55])=[CH:51][N:50]=1. Given the product [CH3:55][C:52]1[CH:53]=[CH:54][C:49]([C:2]2[CH:3]=[CH:4][C:5]([C:8]3([C:11]([N:13]4[CH2:17][CH2:16][C@@:15]5([C:21]6[CH:22]=[CH:23][CH:24]=[CH:25][C:20]=6[C:19](=[O:26])[O:18]5)[CH2:14]4)=[O:12])[CH2:9][CH2:10]3)=[CH:6][CH:7]=2)=[N:50][CH:51]=1, predict the reactants needed to synthesize it. (6) Given the product [CH2:13]([O:1][CH:2]1[CH2:7][CH2:6][O:5][C:3]1=[O:4])[CH2:14][CH2:15][CH2:16][CH2:17][CH2:18][CH2:19][CH2:20]/[CH:21]=[CH:22]\[CH2:23]/[CH:24]=[CH:25]\[CH2:26][CH2:27][CH2:28][CH2:29][CH3:30], predict the reactants needed to synthesize it. The reactants are: [OH:1][CH:2]1[CH2:7][CH2:6][O:5][C:3]1=[O:4].CS(O[CH2:13][CH2:14][CH2:15][CH2:16][CH2:17][CH2:18][CH2:19][CH2:20]/[CH:21]=[CH:22]\[CH2:23]/[CH:24]=[CH:25]\[CH2:26][CH2:27][CH2:28][CH2:29][CH3:30])(=O)=O.C(=O)([O-])[O-].[Cs+].[Cs+].O. (7) Given the product [CH3:22][C:23]1([CH3:39])[C:27]([CH3:29])([CH3:28])[O:26][B:25]([C:7]2[CH:21]=[CH:20][C:10]([O:11][CH2:12][CH2:13][C:14]3[CH:19]=[CH:18][N:17]=[CH:16][CH:15]=3)=[CH:9][CH:8]=2)[O:24]1, predict the reactants needed to synthesize it. The reactants are: C([O-])(=O)C.[K+].Br[C:7]1[CH:21]=[CH:20][C:10]([O:11][CH2:12][CH2:13][C:14]2[CH:19]=[CH:18][N:17]=[CH:16][CH:15]=2)=[CH:9][CH:8]=1.[CH3:22][C:23]1([CH3:39])[C:27]([CH3:29])([CH3:28])[O:26][B:25]([B:25]2[O:26][C:27]([CH3:29])([CH3:28])[C:23]([CH3:39])([CH3:22])[O:24]2)[O:24]1. (8) Given the product [CH3:1][C:2]1[CH:7]=[C:6]([CH:5]=[CH:4][C:3]=1[O:11][C:12]1[CH:17]=[CH:16][CH:15]=[C:14]([O:18][CH2:19][C:20]([F:21])([F:22])[F:23])[CH:13]=1)[NH2:8], predict the reactants needed to synthesize it. The reactants are: [CH3:1][C:2]1[CH:7]=[C:6]([N+:8]([O-])=O)[CH:5]=[CH:4][C:3]=1[O:11][C:12]1[CH:17]=[CH:16][CH:15]=[C:14]([O:18][CH2:19][C:20]([F:23])([F:22])[F:21])[CH:13]=1.[Cl-].[Ca+2].[Cl-].C(O)C. (9) Given the product [CH:1]1([NH:17][CH2:8][CH2:9][NH:10][CH2:11][CH2:12][NH:13][CH2:14][CH2:15][NH2:16])[CH2:6][CH2:5][CH2:4][CH2:3][CH2:2]1, predict the reactants needed to synthesize it. The reactants are: [C:1]1(=O)[CH2:6][CH2:5][CH2:4][CH2:3][CH2:2]1.[CH2:8]([NH2:17])[CH2:9][NH:10][CH2:11][CH2:12][NH:13][CH2:14][CH2:15][NH2:16].[H][H].